Dataset: Full USPTO retrosynthesis dataset with 1.9M reactions from patents (1976-2016). Task: Predict the reactants needed to synthesize the given product. Given the product [C:1]([O:5][C:6]([N:8]1[CH2:13][CH2:12][N:11]([CH:29]2[CH2:30][N:27]([CH:14]([C:15]3[CH:20]=[CH:19][CH:18]=[CH:17][CH:16]=3)[C:21]3[CH:26]=[CH:25][CH:24]=[CH:23][CH:22]=3)[CH2:28]2)[CH2:10][CH2:9]1)=[O:7])([CH3:4])([CH3:2])[CH3:3], predict the reactants needed to synthesize it. The reactants are: [C:1]([O:5][C:6]([N:8]1[CH2:13][CH2:12][NH:11][CH2:10][CH2:9]1)=[O:7])([CH3:4])([CH3:3])[CH3:2].[CH:14]([N:27]1[CH2:30][CH:29](OS(C)(=O)=O)[CH2:28]1)([C:21]1[CH:26]=[CH:25][CH:24]=[CH:23][CH:22]=1)[C:15]1[CH:20]=[CH:19][CH:18]=[CH:17][CH:16]=1.